Task: Predict the product of the given reaction.. Dataset: Forward reaction prediction with 1.9M reactions from USPTO patents (1976-2016) (1) Given the reactants [CH:1]([C:4]1[CH:9]=[C:8]([CH:10]([CH3:12])[CH3:11])[C:7]([S:13]([C:16]2[CH:21]=[CH:20][CH:19]=[CH:18][CH:17]=2)(=[O:15])=[O:14])=[CH:6][C:5]=1[S:22](Cl)(=[O:24])=[O:23])([CH3:3])[CH3:2].[CH2:26]([NH2:34])[CH2:27][C:28]1[CH:33]=[CH:32][CH:31]=[CH:30][CH:29]=1, predict the reaction product. The product is: [CH:1]([C:4]1[CH:9]=[C:8]([CH:10]([CH3:12])[CH3:11])[C:7]([S:13]([C:16]2[CH:21]=[CH:20][CH:19]=[CH:18][CH:17]=2)(=[O:15])=[O:14])=[CH:6][C:5]=1[S:22]([NH:34][CH2:26][CH2:27][C:28]1[CH:33]=[CH:32][CH:31]=[CH:30][CH:29]=1)(=[O:24])=[O:23])([CH3:3])[CH3:2]. (2) Given the reactants [C:1]([C:3]1[CH:4]=[C:5]2[C:10](=[CH:11][CH:12]=1)[N:9]=[C:8]([NH:13][C:14]1[CH:15]=[C:16]([CH:33]=[C:34]([C:36]3[CH:37]=[N:38][N:39]([CH3:41])[CH:40]=3)[CH:35]=1)[O:17][CH2:18][CH2:19][NH:20][C:21](=[O:32])[C@H:22]([NH:24]C(=O)OC(C)(C)C)[CH3:23])[N:7]=[CH:6]2)#[CH:2].Cl.O1CCOCC1, predict the reaction product. The product is: [NH2:24][C@H:22]([CH3:23])[C:21]([NH:20][CH2:19][CH2:18][O:17][C:16]1[CH:33]=[C:34]([C:36]2[CH:37]=[N:38][N:39]([CH3:41])[CH:40]=2)[CH:35]=[C:14]([NH:13][C:8]2[N:7]=[CH:6][C:5]3[C:10](=[CH:11][CH:12]=[C:3]([C:1]#[CH:2])[CH:4]=3)[N:9]=2)[CH:15]=1)=[O:32]. (3) Given the reactants Br[C:2]1[CH:3]=[C:4]2[CH:10]=[CH:9][N:8]([Si:11]([CH:18]([CH3:20])[CH3:19])([CH:15]([CH3:17])[CH3:16])[CH:12]([CH3:14])[CH3:13])[C:5]2=[N:6][CH:7]=1.CCOCC.C([Li])(C)(C)C.Cl[C:32]([O:34][CH2:35][C:36]1[CH:41]=[CH:40][CH:39]=[CH:38][CH:37]=1)=[O:33], predict the reaction product. The product is: [CH2:35]([O:34][C:32]([C:2]1[CH:3]=[C:4]2[CH:10]=[CH:9][N:8]([Si:11]([CH:18]([CH3:20])[CH3:19])([CH:15]([CH3:17])[CH3:16])[CH:12]([CH3:14])[CH3:13])[C:5]2=[N:6][CH:7]=1)=[O:33])[C:36]1[CH:41]=[CH:40][CH:39]=[CH:38][CH:37]=1.